Dataset: Full USPTO retrosynthesis dataset with 1.9M reactions from patents (1976-2016). Task: Predict the reactants needed to synthesize the given product. (1) Given the product [CH3:1][N:2]1[C:10]2[C:5](=[CH:6][CH:7]=[CH:8][CH:9]=2)[CH:4]=[C:3]1[C:11]([NH:13][C@H:14]([C:18]([NH:20][CH:21]([C:30](=[O:33])[CH2:31][F:32])[CH2:22][C:23]([OH:25])=[O:24])=[O:19])[CH:15]([CH3:16])[CH3:17])=[O:12], predict the reactants needed to synthesize it. The reactants are: [CH3:1][N:2]1[C:10]2[C:5](=[CH:6][CH:7]=[CH:8][CH:9]=2)[CH:4]=[C:3]1[C:11]([NH:13][C@H:14]([C:18]([NH:20][CH:21]([C:30](=[O:33])[CH2:31][F:32])[CH2:22][C:23]([O:25]C(C)(C)C)=[O:24])=[O:19])[CH:15]([CH3:17])[CH3:16])=[O:12].C1(OC)C=CC=CC=1.FC(F)(F)C(O)=O. (2) Given the product [CH3:30][O:29][C:27]([C:26]1[CH:25]=[CH:24][C:23]([N:20]2[CH:19]=[C:18]([C:10]3[C:11]4[C:16](=[CH:15][CH:14]=[C:13]([CH3:17])[CH:12]=4)[N:8]([C:6]([O:5][C:1]([CH3:4])([CH3:3])[CH3:2])=[O:7])[N:9]=3)[N:22]=[N:21]2)=[CH:32][CH:31]=1)=[O:28], predict the reactants needed to synthesize it. The reactants are: [C:1]([O:5][C:6]([N:8]1[C:16]2[C:11](=[CH:12][C:13]([CH3:17])=[CH:14][CH:15]=2)[C:10]([C:18]#[CH:19])=[N:9]1)=[O:7])([CH3:4])([CH3:3])[CH3:2].[N:20]([C:23]1[CH:32]=[CH:31][C:26]([C:27]([O:29][CH3:30])=[O:28])=[CH:25][CH:24]=1)=[N+:21]=[N-:22].Cl. (3) Given the product [C:19]1([C:24]2[CH:29]=[CH:28][CH:27]=[CH:26][CH:25]=2)[C:18]([C:16]([NH:15][C:6]2([C:4]([OH:5])=[O:3])[CH2:7][C:8]3[C:13](=[CH:12][CH:11]=[CH:10][CH:9]=3)[CH2:14]2)=[O:17])=[CH:23][CH:22]=[CH:21][CH:20]=1, predict the reactants needed to synthesize it. The reactants are: C([O:3][C:4]([C:6]1([NH:15][C:16]([C:18]2[C:19]([C:24]3[CH:29]=[CH:28][CH:27]=[CH:26][CH:25]=3)=[CH:20][CH:21]=[CH:22][CH:23]=2)=[O:17])[CH2:14][C:13]2[C:8](=[CH:9][CH:10]=[CH:11][CH:12]=2)[CH2:7]1)=[O:5])C.[OH-].[K+].O. (4) Given the product [F:20][C:21]1[CH:22]=[C:23]([C:2]2[CH:7]=[CH:6][C:5]([NH:8][C:9]3[S:10][C:11]4[CH:17]=[C:16]([F:18])[CH:15]=[CH:14][C:12]=4[N:13]=3)=[C:4]([F:19])[CH:3]=2)[CH:24]=[CH:25][C:26]=1[C:27]([OH:29])=[O:28], predict the reactants needed to synthesize it. The reactants are: Br[C:2]1[CH:7]=[CH:6][C:5]([NH:8][C:9]2[S:10][C:11]3[CH:17]=[C:16]([F:18])[CH:15]=[CH:14][C:12]=3[N:13]=2)=[C:4]([F:19])[CH:3]=1.[F:20][C:21]1[CH:22]=[C:23](B(O)O)[CH:24]=[CH:25][C:26]=1[C:27]([O:29]C)=[O:28]. (5) Given the product [CH3:9][O:8][C:5]1[CH:4]=[CH:3][C:2]([CH:18]=[O:19])=[CH:7][N:6]=1, predict the reactants needed to synthesize it. The reactants are: Br[C:2]1[CH:3]=[CH:4][C:5]([O:8][CH3:9])=[N:6][CH:7]=1.[Li]CCCC.CN([CH:18]=[O:19])C.[NH4+].[Cl-]. (6) Given the product [F:3][C:4]1[CH:5]=[C:6]([CH:20]=[CH:21][C:22]=1[F:23])[O:7][C:8]1[CH:13]=[CH:12][C:11]([CH2:14][O:15][C:25]2[CH:26]=[C:27]3[N:34]([CH3:35])[CH2:33][CH2:32][N:28]3[C:29](=[O:31])[N:30]=2)=[CH:10][C:9]=1[C:16]([F:17])([F:18])[F:19], predict the reactants needed to synthesize it. The reactants are: [H-].[Na+].[F:3][C:4]1[CH:5]=[C:6]([CH:20]=[CH:21][C:22]=1[F:23])[O:7][C:8]1[CH:13]=[CH:12][C:11]([CH2:14][OH:15])=[CH:10][C:9]=1[C:16]([F:19])([F:18])[F:17].Cl[C:25]1[CH:26]=[C:27]2[N:34]([CH3:35])[CH2:33][CH2:32][N:28]2[C:29](=[O:31])[N:30]=1.